This data is from Full USPTO retrosynthesis dataset with 1.9M reactions from patents (1976-2016). The task is: Predict the reactants needed to synthesize the given product. Given the product [ClH:51].[CH:1]1([C:4]2[CH:5]=[C:6](/[C:16](=[CH:29]\[C@H:30]3[CH2:50][CH2:49][C:32](=[O:33])[CH2:31]3)/[C:17]([NH:19][C:20]3[CH:28]=[CH:27][C:23]([C:24]([OH:26])=[O:25])=[CH:22][N:21]=3)=[O:18])[CH:7]=[CH:8][C:9]=2[S:10]([CH:13]2[CH2:15][CH2:14]2)(=[O:11])=[O:12])[CH2:2][CH2:3]1, predict the reactants needed to synthesize it. The reactants are: [CH:1]1([C:4]2[CH:5]=[C:6](/[C:16](=[CH:29]\[C@H:30]3[CH2:50][CH2:49][C:32]4(O[C@H](C5C=CC=CC=5)[C@@H](C5C=CC=CC=5)[O:33]4)[CH2:31]3)/[C:17]([NH:19][C:20]3[CH:28]=[CH:27][C:23]([C:24]([OH:26])=[O:25])=[CH:22][N:21]=3)=[O:18])[CH:7]=[CH:8][C:9]=2[S:10]([CH:13]2[CH2:15][CH2:14]2)(=[O:12])=[O:11])[CH2:3][CH2:2]1.[ClH:51].Cl.C(OCC)(=O)C.